Dataset: Reaction yield outcomes from USPTO patents with 853,638 reactions. Task: Predict the reaction yield, written as a fraction of the theoretical maximum amount of product (1.0 means a 100% yield; for example, 0.34 means a 34% yield). (1) The reactants are Cl[C:2]1[S:3][C:4]([C:13]([O:15][CH3:16])=[O:14])=[C:5]([C:7]2[N:11]([CH3:12])[N:10]=[CH:9][N:8]=2)[N:6]=1.[Cl:17][C:18]1[C:22]([Cl:23])=[C:21]([CH3:24])[NH:20][C:19]=1[C:25]([NH:27][C@@H:28]1[CH2:33][CH2:32][NH:31][CH2:30][C@@H:29]1[O:34][CH2:35][CH:36]=[CH2:37])=[O:26].C(N(CC)C(C)C)(C)C.O. The catalyst is CN1CCCC1=O. The product is [Cl:17][C:18]1[C:22]([Cl:23])=[C:21]([CH3:24])[NH:20][C:19]=1[C:25]([NH:27][C@@H:28]1[CH2:33][CH2:32][N:31]([C:2]2[S:3][C:4]([C:13]([O:15][CH3:16])=[O:14])=[C:5]([C:7]3[N:11]([CH3:12])[N:10]=[CH:9][N:8]=3)[N:6]=2)[CH2:30][C@@H:29]1[O:34][CH2:35][CH:36]=[CH2:37])=[O:26]. The yield is 0.700. (2) The reactants are [OH:1][C:2]1[CH:3]=[C:4]([C:8]2[N:9]=[C:10]3[C:15](=[N:16][C:17]=2[C:18]2[CH:23]=[CH:22][CH:21]=[C:20]([OH:24])[CH:19]=2)[N:14]=[C:13]([NH2:25])[N:12]=[C:11]3[NH2:26])[CH:5]=[CH:6][CH:7]=1.[CH3:27][S:28]([OH:31])(=[O:30])=[O:29].N1C2C(=NC=CN=2)C=NC=1.C(OCC)C. The catalyst is CO. The product is [CH3:27][S:28]([OH:31])(=[O:30])=[O:29].[OH:1][C:2]1[CH:3]=[C:4]([C:8]2[N:9]=[C:10]3[C:15](=[N:16][C:17]=2[C:18]2[CH:23]=[CH:22][CH:21]=[C:20]([OH:24])[CH:19]=2)[N:14]=[C:13]([NH2:25])[N:12]=[C:11]3[NH2:26])[CH:5]=[CH:6][CH:7]=1. The yield is 0.991. (3) The reactants are Cl.[CH3:2][N:3]1[CH2:8][CH2:7][N:6]([C:9]2[CH:17]=[CH:16][C:12]([C:13]([OH:15])=O)=[C:11]([N+:18]([O-:20])=[O:19])[CH:10]=2)[CH2:5][CH2:4]1.C(Cl)(=O)C(Cl)=O.[NH2:27][C:28]1[C:36]2[C:31](=[CH:32][CH:33]=[C:34]([C:37]([C:39]3[CH:44]=[C:43]([F:45])[CH:42]=[C:41]([F:46])[CH:40]=3)=[O:38])[CH:35]=2)[N:30]([C:47]([C:60]2[CH:65]=[CH:64][CH:63]=[CH:62][CH:61]=2)([C:54]2[CH:59]=[CH:58][CH:57]=[CH:56][CH:55]=2)[C:48]2[CH:53]=[CH:52][CH:51]=[CH:50][CH:49]=2)[N:29]=1.C(N(CC)C(C)C)(C)C. The catalyst is O1CCCC1.CN(C)C=O. The product is [F:46][C:41]1[CH:40]=[C:39]([CH:44]=[C:43]([F:45])[CH:42]=1)[C:37]([C:34]1[CH:35]=[C:36]2[C:31](=[CH:32][CH:33]=1)[N:30]([C:47]([C:60]1[CH:61]=[CH:62][CH:63]=[CH:64][CH:65]=1)([C:48]1[CH:53]=[CH:52][CH:51]=[CH:50][CH:49]=1)[C:54]1[CH:55]=[CH:56][CH:57]=[CH:58][CH:59]=1)[N:29]=[C:28]2[NH:27][C:13](=[O:15])[C:12]1[CH:16]=[CH:17][C:9]([N:6]2[CH2:5][CH2:4][N:3]([CH3:2])[CH2:8][CH2:7]2)=[CH:10][C:11]=1[N+:18]([O-:20])=[O:19])=[O:38]. The yield is 0.920. (4) The reactants are [F:1][C:2]1[C:7]([F:8])=[C:6]([N:9]2[CH2:14][CH2:13][O:12][CH2:11][CH2:10]2)[CH:5]=[CH:4][C:3]=1[N:15]1[CH:20]=[C:19]([O:21][CH3:22])[C:18](=[O:23])[C:17]([C:24](O)=[O:25])=[N:16]1.Cl.[CH3:28][NH:29][O:30][CH3:31].C1C=CC2N(O)N=NC=2C=1.C(N(CC)CC)C.CCN=C=NCCCN(C)C. The catalyst is CN(C=O)C.CCOC(C)=O. The product is [F:1][C:2]1[C:7]([F:8])=[C:6]([N:9]2[CH2:10][CH2:11][O:12][CH2:13][CH2:14]2)[CH:5]=[CH:4][C:3]=1[N:15]1[CH:20]=[C:19]([O:21][CH3:22])[C:18](=[O:23])[C:17]([C:24]([N:29]([O:30][CH3:31])[CH3:28])=[O:25])=[N:16]1. The yield is 0.770. (5) The reactants are [CH3:1][CH:2]([CH2:7][CH2:8][CH:9]=[CH2:10])[CH2:3][C@@H:4]([OH:6])[CH3:5].[C:11]1([CH3:21])[CH:16]=[CH:15][C:14]([S:17](Cl)(=[O:19])=[O:18])=[CH:13][CH:12]=1. The catalyst is N1C=CC=CC=1.CN(C)C1C=CN=CC=1. The product is [CH3:21][C:11]1[CH:16]=[CH:15][C:14]([S:17]([O:6][C@H:4]([CH2:3][CH:2]([CH3:1])[CH2:7][CH2:8][CH:9]=[CH2:10])[CH3:5])(=[O:19])=[O:18])=[CH:13][CH:12]=1. The yield is 0.610. (6) The reactants are [N:1]1[CH:6]=[CH:5][CH:4]=[CH:3][C:2]=1[C:7]1[N:8]=[C:9](O)[C:10]2[S:15][CH:14]=[CH:13][C:11]=2[N:12]=1.O=P(Cl)(Cl)[Cl:19]. No catalyst specified. The product is [Cl:19][C:9]1[C:10]2[S:15][CH:14]=[CH:13][C:11]=2[N:12]=[C:7]([C:2]2[CH:3]=[CH:4][CH:5]=[CH:6][N:1]=2)[N:8]=1. The yield is 0.870.